Dataset: Peptide-MHC class I binding affinity with 185,985 pairs from IEDB/IMGT. Task: Regression. Given a peptide amino acid sequence and an MHC pseudo amino acid sequence, predict their binding affinity value. This is MHC class I binding data. (1) The peptide sequence is SEQAAEAMEV. The MHC is HLA-B44:03 with pseudo-sequence HLA-B44:03. The binding affinity (normalized) is 0.173. (2) The peptide sequence is QELLMGSFGI. The MHC is Mamu-A11 with pseudo-sequence Mamu-A11. The binding affinity (normalized) is 0.871.